This data is from Full USPTO retrosynthesis dataset with 1.9M reactions from patents (1976-2016). The task is: Predict the reactants needed to synthesize the given product. Given the product [CH3:12][C:10]1([CH3:11])[CH2:9][NH:8][C:15](=[O:17])[C:14](=[O:30])[NH:13]1, predict the reactants needed to synthesize it. The reactants are: C(OC([NH:8][CH2:9][C:10]([NH:13][CH2:14][C:15]([O-:17])=O)([CH3:12])[CH3:11])=O)(C)(C)C.Cl.C(N(CC)CC)C.C(#N)C.C[OH:30].